From a dataset of Peptide-MHC class I binding affinity with 185,985 pairs from IEDB/IMGT. Regression. Given a peptide amino acid sequence and an MHC pseudo amino acid sequence, predict their binding affinity value. This is MHC class I binding data. The peptide sequence is ELRSRYWAI. The MHC is HLA-B40:01 with pseudo-sequence HLA-B40:01. The binding affinity (normalized) is 0.0847.